Dataset: Catalyst prediction with 721,799 reactions and 888 catalyst types from USPTO. Task: Predict which catalyst facilitates the given reaction. (1) Reactant: O.[NH2:2][NH2:3].[C:4]1([CH:10]([C:15]2[CH:20]=[CH:19][CH:18]=[CH:17][CH:16]=2)[C:11](OC)=[O:12])[CH:9]=[CH:8][CH:7]=[CH:6][CH:5]=1. Product: [C:4]1([CH:10]([C:15]2[CH:20]=[CH:19][CH:18]=[CH:17][CH:16]=2)[C:11]([NH:2][NH2:3])=[O:12])[CH:9]=[CH:8][CH:7]=[CH:6][CH:5]=1. The catalyst class is: 5. (2) Reactant: Cl[C:2]1[N:7]=[C:6]([Cl:8])[N:5]=[C:4]([NH:9][C:10]2[CH:15]=[CH:14][N:13]=[C:12]([C:16]3([C:19]#[N:20])[CH2:18][CH2:17]3)[CH:11]=2)[N:3]=1.Cl.[F:22][C:23]1([F:29])[CH2:27][CH2:26][CH:25]([NH2:28])[CH2:24]1.CCN(C(C)C)C(C)C. Product: [Cl:8][C:6]1[N:7]=[C:2]([NH:28][CH:25]2[CH2:26][CH2:27][C:23]([F:29])([F:22])[CH2:24]2)[N:3]=[C:4]([NH:9][C:10]2[CH:15]=[CH:14][N:13]=[C:12]([C:16]3([C:19]#[N:20])[CH2:18][CH2:17]3)[CH:11]=2)[N:5]=1. The catalyst class is: 1. (3) Reactant: [N:1]12[CH2:8][CH2:7][CH:4]([CH2:5][CH2:6]1)[C@@H:3]([O:9][C:10](=[O:39])[N:11]([C:19]1[CH:24]=[CH:23][CH:22]=[C:21](OCCCCCCCCC3OCCO3)[CH:20]=1)[CH2:12][C:13]1[CH:18]=CC=[CH:15][CH:14]=1)[CH2:2]2.[C:40](=[O:43])([O-])[O-].[K+].[K+].[CH2:46]1[CH2:50][O:49][CH2:48][CH2:47]1. Product: [N:1]12[CH2:6][CH2:5][CH:4]([CH2:7][CH2:8]1)[C@@H:3]([O:9][C:10](=[O:39])[N:11]([C:19]1[CH:20]=[CH:21][CH:22]=[CH:23][CH:24]=1)[CH2:12][C:13]1[CH:14]=[CH:15][CH:46]=[C:50]([O:49][CH2:48][CH2:47][CH2:23][CH2:24][CH2:19][CH2:20][CH2:21][CH2:22][CH:40]=[O:43])[CH:18]=1)[CH2:2]2. The catalyst class is: 33. (4) Reactant: COC1C=C(C=CC=1OC)C[NH:7][C:8]1[NH:9][C:10]([C:17]2[O:18][CH:19]=[CH:20][CH:21]=2)=[C:11]2[C:15]([N:16]=1)=[N:14][CH:13]=[N:12]2.O. Product: [O:18]1[CH:19]=[CH:20][CH:21]=[C:17]1[C:10]1[NH:9][C:8]([NH2:7])=[N:16][C:15]2[C:11]=1[N:12]=[CH:13][N:14]=2. The catalyst class is: 67. (5) Reactant: [NH2:1][CH2:2][C:3]1[CH:4]=[C:5]([C:9]2[CH:10]=[C:11]3[C:15](=[C:16]([C:18]([NH2:20])=[O:19])[CH:17]=2)[NH:14][CH:13]=[C:12]3[CH:21]2[CH2:26][CH2:25][N:24]([S:27]([CH2:30][CH3:31])(=[O:29])=[O:28])[CH2:23][CH2:22]2)[CH:6]=[CH:7][CH:8]=1.[Cl:32][C:33]1[CH:38]=[CH:37][C:36]([Cl:39])=[CH:35][C:34]=1[S:40](Cl)(=[O:42])=[O:41].CCN(C(C)C)C(C)C. Product: [Cl:32][C:33]1[CH:38]=[CH:37][C:36]([Cl:39])=[CH:35][C:34]=1[S:40]([NH:1][CH2:2][C:3]1[CH:4]=[C:5]([C:9]2[CH:10]=[C:11]3[C:15](=[C:16]([C:18]([NH2:20])=[O:19])[CH:17]=2)[NH:14][CH:13]=[C:12]3[CH:21]2[CH2:22][CH2:23][N:24]([S:27]([CH2:30][CH3:31])(=[O:29])=[O:28])[CH2:25][CH2:26]2)[CH:6]=[CH:7][CH:8]=1)(=[O:42])=[O:41]. The catalyst class is: 85.